This data is from Reaction yield outcomes from USPTO patents with 853,638 reactions. The task is: Predict the reaction yield, written as a fraction of the theoretical maximum amount of product (1.0 means a 100% yield; for example, 0.34 means a 34% yield). The reactants are C([O:5][C:6]([N:8]1[CH:12]=[C:11]([C:13](=[NH:16])[NH:14]O)[C:10]([CH3:17])=[N:9]1)=[O:7])(C)(C)C.[CH3:18]O. The catalyst is [Pd]. The product is [C:6]([OH:5])(=[O:7])[CH3:18].[CH3:17][C:10]1[C:11]([C:13]([NH2:16])=[NH:14])=[CH:12][NH:8][N:9]=1. The yield is 0.830.